This data is from Reaction yield outcomes from USPTO patents with 853,638 reactions. The task is: Predict the reaction yield, written as a fraction of the theoretical maximum amount of product (1.0 means a 100% yield; for example, 0.34 means a 34% yield). (1) The catalyst is C1COCC1.O. The reactants are [F:1][C:2]1[CH:3]=[C:4]([N:9]2[C:14](=[O:15])[C:13]([O:16][CH2:17][C:18]([OH:21])([CH3:20])[CH3:19])=[C:12]([C:22]3[CH:27]=[CH:26][C:25]([S:28](C)(=[O:30])=[O:29])=[CH:24][CH:23]=3)[CH:11]=[N:10]2)[CH:5]=[CH:6][C:7]=1[F:8].C[Si]([N-:36][Si](C)(C)C)(C)C.[Na+].[OH-].[Na+].O.O.O.C([O-])(=O)C.[Na+].NOS(O)(=O)=O. The yield is 0.180. The product is [F:1][C:2]1[CH:3]=[C:4]([N:9]2[C:14](=[O:15])[C:13]([O:16][CH2:17][C:18]([OH:21])([CH3:20])[CH3:19])=[C:12]([C:22]3[CH:27]=[CH:26][C:25]([S:28]([NH2:36])(=[O:30])=[O:29])=[CH:24][CH:23]=3)[CH:11]=[N:10]2)[CH:5]=[CH:6][C:7]=1[F:8]. (2) The reactants are [C:1]([OH:9])(=[O:8])[CH2:2][CH2:3][CH2:4][CH2:5][C:6]#[CH:7].[C:10](OCC)(=O)C. The catalyst is CO.OS(O)(=O)=O. The product is [CH3:10][O:8][C:1](=[O:9])[CH2:2][CH2:3][CH2:4][CH2:5][C:6]#[CH:7]. The yield is 0.900. (3) The reactants are [CH3:1][C:2]([O-])(C)C.[K+].[CH3:7][C:8]1[C:9]([C:23]([O:25][CH3:26])=[O:24])=[CH:10][S:11][C:12]=1[C:13](=O)[CH2:14][CH2:15][N:16]1[CH2:21][CH2:20][O:19][CH2:18][CH2:17]1. The catalyst is [Br-].C([P+](C1C=CC=CC=1)(C1C=CC=CC=1)C1C=CC=CC=1)C. The product is [CH3:7][C:8]1[C:9]([C:23]([O:25][CH3:26])=[O:24])=[CH:10][S:11][C:12]=1/[C:13](/[CH2:14][CH2:15][N:16]1[CH2:21][CH2:20][O:19][CH2:18][CH2:17]1)=[CH:1]\[CH3:2]. The yield is 0.880. (4) The reactants are [CH3:1][O:2][C:3]1[CH:4]=[C:5]2[C:10](=[CH:11][CH:12]=1)[C:9](=[O:13])[NH:8][CH:7]=[CH:6]2.C1C(=O)N([Cl:21])C(=O)C1. The catalyst is C(#N)C. The product is [Cl:21][C:6]1[C:5]2[C:10](=[CH:11][CH:12]=[C:3]([O:2][CH3:1])[CH:4]=2)[C:9](=[O:13])[NH:8][CH:7]=1. The yield is 0.552. (5) The reactants are [C:1]([NH:5][S:6]([C:9]1[S:10][CH:11]=[CH:12][CH:13]=1)(=[O:8])=[O:7])([CH3:4])([CH3:3])[CH3:2].[Li][CH2:15][CH2:16][CH2:17][CH3:18].ICCCC. The catalyst is C1COCC1. The product is [C:1]([NH:5][S:6]([C:9]1[S:10][C:11]([CH2:15][CH2:16][CH2:17][CH3:18])=[CH:12][CH:13]=1)(=[O:7])=[O:8])([CH3:4])([CH3:2])[CH3:3]. The yield is 0.460. (6) The reactants are [NH2:1][C:2]1[C:7]([NH:8][C:9](=[O:14])[C:10]([CH3:13])([CH3:12])[CH3:11])=[CH:6][CH:5]=[CH:4][N:3]=1.[CH3:15][O:16][C:17](=[O:23])[C:18](=O)[CH:19](Br)[CH3:20].C(OCC)(=O)C.[OH-].[Na+]. The product is [CH3:15][O:16][C:17]([C:18]1[N:1]=[C:2]2[C:7]([NH:8][C:9](=[O:14])[C:10]([CH3:11])([CH3:13])[CH3:12])=[CH:6][CH:5]=[CH:4][N:3]2[C:19]=1[CH3:20])=[O:23]. The catalyst is O1CCCC1. The yield is 0.780. (7) The reactants are C([O:8][C@H:9]1[CH2:33][N:12]2[C@@H:13]([C:29]([CH3:32])([CH3:31])[CH3:30])[N:14]([C:17]3[C:26]4[C:21](=[CH:22][CH:23]=[CH:24][CH:25]=4)[C:20]([C:27]#[N:28])=[CH:19][CH:18]=3)[C:15](=[O:16])[C@@H:11]2[CH2:10]1)C1C=CC=CC=1.B(Cl)(Cl)Cl.C(Cl)Cl. The catalyst is C(Cl)Cl. The product is [C:29]([C@@H:13]1[N:12]2[CH2:33][C@H:9]([OH:8])[CH2:10][C@H:11]2[C:15](=[O:16])[N:14]1[C:17]1[C:26]2[C:21](=[CH:22][CH:23]=[CH:24][CH:25]=2)[C:20]([C:27]#[N:28])=[CH:19][CH:18]=1)([CH3:32])([CH3:30])[CH3:31]. The yield is 0.496.